From a dataset of Cav3 T-type calcium channel HTS with 100,875 compounds. Binary Classification. Given a drug SMILES string, predict its activity (active/inactive) in a high-throughput screening assay against a specified biological target. The molecule is s1c(NC(=O)CN2CCOCC2)c(C(=O)N2CCOCC2)c(c1)c1ccccc1. The result is 0 (inactive).